From a dataset of Reaction yield outcomes from USPTO patents with 853,638 reactions. Predict the reaction yield, written as a fraction of the theoretical maximum amount of product (1.0 means a 100% yield; for example, 0.34 means a 34% yield). (1) The reactants are C(O[N:9]1[CH:14]=[CH:13][CH:12]=[CH:11][C:10]1=[O:15])C1C=CC=CC=1.Br[C:17]1[CH:22]=[C:21]2[N:23]([CH3:34])[C:24]3[CH2:25][CH:26]4[N:31]([CH2:32][C:33]=3[C:20]2=[CH:19][CH:18]=1)[CH2:30][CH2:29][CH2:28][CH2:27]4.BrC1C=C2C([C:40]3[CH2:52][CH2:51][N:50]4[CH:46]([CH2:47]CC4)[C:41]=3N2C)=CC=1.[ClH:53].[CH3:54][OH:55]. The catalyst is CCOCC. The product is [ClH:53].[ClH:53].[CH3:34][N:23]1[C:24]2[CH2:25][CH:26]3[N:31]([CH2:32][C:33]=2[C:20]2[C:21]1=[CH:22][C:17]([N:9]1[CH:14]=[CH:13][C:12]([O:55][CH2:54][C:52]4[CH:51]=[N:50][C:46]([CH3:47])=[CH:41][CH:40]=4)=[CH:11][C:10]1=[O:15])=[CH:18][CH:19]=2)[CH2:30][CH2:29][CH2:28][CH2:27]3. The yield is 0.710. (2) The reactants are [BH4-].[Na+].[O:3]=[C:4]([C:20]1[CH:25]=[CH:24][CH:23]=[CH:22][CH:21]=1)[CH:5]([CH2:9][C:10]1[CH:15]=[CH:14][C:13]([C:16]([F:19])([F:18])[F:17])=[CH:12][CH:11]=1)[C:6]([OH:8])=[O:7].Cl.[CH2:27](OCC)[CH3:28]. The catalyst is [Cl-].[Zn+2].[Cl-]. The product is [OH:3][CH:4]([C:20]1[CH:25]=[CH:24][CH:23]=[CH:22][CH:21]=1)[CH:5]([CH2:9][C:10]1[CH:15]=[CH:14][C:13]([C:16]([F:17])([F:18])[F:19])=[CH:12][CH:11]=1)[C:6]([O:8][CH2:27][CH3:28])=[O:7]. The yield is 0.830. (3) The reactants are [C:1]([NH:4][C:5]1[CH:13]=[CH:12][C:8]([C:9]([OH:11])=O)=[CH:7][C:6]=1[Cl:14])(=[O:3])[CH3:2].[C:15]([O:19][C:20]([CH:22]1[CH2:26][CH2:25][CH2:24][N:23]1[C:27](=[O:41])[CH:28]([NH:30]C(=O)C1C=CC(N)=C(Cl)C=1)[CH3:29])=[O:21])([CH3:18])([CH3:17])[CH3:16]. No catalyst specified. The product is [C:15]([O:19][C:20]([CH:22]1[CH2:26][CH2:25][CH2:24][N:23]1[C:27](=[O:41])[CH:28]([NH:30][C:9](=[O:11])[C:8]1[CH:12]=[CH:13][C:5]([NH:4][C:1](=[O:3])[CH3:2])=[C:6]([Cl:14])[CH:7]=1)[CH3:29])=[O:21])([CH3:17])([CH3:16])[CH3:18]. The yield is 0.770. (4) The reactants are [C:1]([O:9][CH:10]([O:14][C:15]([NH:17][CH2:18][C:19]1([CH2:25][C:26]([OH:28])=[O:27])[CH2:24][CH2:23][CH2:22][CH2:21][CH2:20]1)=[O:16])[CH:11]([CH3:13])[CH3:12])(=[O:8])[C:2]1[CH:7]=[CH:6][CH:5]=[CH:4][CH:3]=1.[CH:29]1C=CC=CC=1.C[Si](C=[N+]=[N-])(C)C. The catalyst is CO. The product is [C:1]([O:9][CH:10]([O:14][C:15]([NH:17][CH2:18][C:19]1([CH2:25][C:26]([O:28][CH3:29])=[O:27])[CH2:24][CH2:23][CH2:22][CH2:21][CH2:20]1)=[O:16])[CH:11]([CH3:12])[CH3:13])(=[O:8])[C:2]1[CH:3]=[CH:4][CH:5]=[CH:6][CH:7]=1. The yield is 0.640. (5) The yield is 0.890. The reactants are Cl.[F:2][C:3]([F:16])([F:15])[CH2:4][O:5][C:6]1[N:11]=[CH:10][C:9]([CH:12]([NH2:14])[CH3:13])=[CH:8][CH:7]=1.[C:17]([O:21][C:22](O[C:22]([O:21][C:17]([CH3:20])([CH3:19])[CH3:18])=[O:23])=[O:23])([CH3:20])([CH3:19])[CH3:18].C(N(CC)CC)C. The product is [F:16][C:3]([F:2])([F:15])[CH2:4][O:5][C:6]1[N:11]=[CH:10][C:9]([CH:12]([NH:14][C:22](=[O:23])[O:21][C:17]([CH3:20])([CH3:19])[CH3:18])[CH3:13])=[CH:8][CH:7]=1. The catalyst is ClCCl. (6) The reactants are C1C2C(COC(=O)[NH:17][C@H:18]([C:39]([OH:41])=[O:40])[CH2:19][CH2:20][CH2:21][CH2:22][N:23]([CH2:32][C:33]3[CH:38]=[CH:37][CH:36]=[CH:35][N:34]=3)[CH2:24][C:25](=[O:31])[O:26][C:27]([CH3:30])([CH3:29])[CH3:28])C3C(=CC=CC=3)C=2C=CC=1.N1CCCCC1. The catalyst is CN(C=O)C. The product is [NH2:17][C@@H:18]([CH2:19][CH2:20][CH2:21][CH2:22][N:23]([CH2:24][C:25]([O:26][C:27]([CH3:30])([CH3:29])[CH3:28])=[O:31])[CH2:32][C:33]1[CH:38]=[CH:37][CH:36]=[CH:35][N:34]=1)[C:39]([OH:41])=[O:40]. The yield is 0.700.